Dataset: Peptide-MHC class II binding affinity with 134,281 pairs from IEDB. Task: Regression. Given a peptide amino acid sequence and an MHC pseudo amino acid sequence, predict their binding affinity value. This is MHC class II binding data. The peptide sequence is ARTDLLAFTAFPKQI. The MHC is DRB3_0101 with pseudo-sequence DRB3_0101. The binding affinity (normalized) is 0.417.